This data is from Forward reaction prediction with 1.9M reactions from USPTO patents (1976-2016). The task is: Predict the product of the given reaction. (1) Given the reactants [C:1]([NH:4][C:5]1[N:9]([C:10]2[CH:15]=[C:14]([S:16][CH2:17][C:18]([F:21])([F:20])[F:19])[C:13]([CH3:22])=[CH:12][C:11]=2[F:23])[N:8]=[C:7]([O:24][C:25]([F:40])([F:39])[CH:26]([F:38])[O:27][C:28]([F:37])([F:36])[C:29]([F:35])([F:34])[C:30]([F:33])([F:32])[F:31])[CH:6]=1)(=O)[CH3:2].[H-].[Na+].Br[CH2:44]C#C.O, predict the reaction product. The product is: [F:23][C:11]1[CH:12]=[C:13]([CH3:22])[C:14]([S:16][CH2:17][C:18]([F:19])([F:20])[F:21])=[CH:15][C:10]=1[N:9]1[C:5]([NH:4][CH2:1][C:2]#[CH:44])=[CH:6][C:7]([O:24][C:25]([F:39])([F:40])[CH:26]([F:38])[O:27][C:28]([F:37])([F:36])[C:29]([F:35])([F:34])[C:30]([F:31])([F:32])[F:33])=[N:8]1. (2) The product is: [F:19][C:13]1[CH:14]=[CH:15][CH:16]=[C:17]([F:18])[C:12]=1[C:10]1[N:11]=[CH:20][C:6](=[O:5])[NH:8][N:9]=1. Given the reactants C([O:5][C:6]([NH:8][NH:9][C:10]([C:12]1[C:17]([F:18])=[CH:16][CH:15]=[CH:14][C:13]=1[F:19])=[NH:11])=O)(C)(C)C.[CH2:20](OC(=O)C=O)C, predict the reaction product. (3) The product is: [CH2:1]([N:3]1[CH2:4][CH:5]=[C:6]([C:10]2[CH:15]=[CH:14][CH:13]=[C:12]([S:16][CH3:17])[C:11]=2[F:18])[CH2:7][CH2:8]1)[CH3:2]. Given the reactants [CH2:1]([N:3]1[CH2:8][CH2:7][C:6]([C:10]2[CH:15]=[CH:14][CH:13]=[C:12]([S:16][CH3:17])[C:11]=2[F:18])(O)[CH2:5][CH2:4]1)[CH3:2].S(=O)(=O)(O)O.C1(C)C=CC=CC=1, predict the reaction product. (4) Given the reactants [C:1]([O:4][C@H:5]1[C@H:10]([O:11][C:12](=[O:14])[CH3:13])[C@@H:9]([O:15][C:16](=[O:18])[CH3:17])[C@@H:8]([C:19]2[CH:24]=[CH:23][C:22]([Cl:25])=[C:21]([CH2:26][C:27]3[CH:32]=[CH:31][C:30](OS(C(F)(F)F)(=O)=O)=[CH:29][CH:28]=3)[CH:20]=2)[O:7][C@@H:6]1[CH2:41][O:42][C:43](=[O:45])[CH3:44])(=[O:3])[CH3:2].C(N(CC)CC)C.[Si:53]([C:57]#[CH:58])([CH3:56])([CH3:55])[CH3:54], predict the reaction product. The product is: [C:1]([O:4][C@H:5]1[C@H:10]([O:11][C:12](=[O:14])[CH3:13])[C@@H:9]([O:15][C:16](=[O:18])[CH3:17])[C@H:8]([C:19]2[CH:24]=[CH:23][C:22]([Cl:25])=[C:21]([CH2:26][C:27]3[CH:32]=[CH:31][C:30]([C:58]#[C:57][Si:53]([CH3:56])([CH3:55])[CH3:54])=[CH:29][CH:28]=3)[CH:20]=2)[O:7][C@@H:6]1[CH2:41][O:42][C:43](=[O:45])[CH3:44])(=[O:3])[CH3:2]. (5) Given the reactants [C:1]([O:5][C:6](=[O:16])[NH:7][C:8]1[CH:13]=[C:12]([NH2:14])[CH:11]=[CH:10][C:9]=1[F:15])([CH3:4])([CH3:3])[CH3:2].[Cl:17]N1C(=O)CCC1=O.C(=O)([O-])O.[Na+], predict the reaction product. The product is: [C:1]([O:5][C:6](=[O:16])[NH:7][C:8]1[CH:13]=[C:12]([NH2:14])[C:11]([Cl:17])=[CH:10][C:9]=1[F:15])([CH3:4])([CH3:2])[CH3:3]. (6) Given the reactants [Cl:1][C:2]1[C:7]([N+:8]([O-:10])=[O:9])=[CH:6][CH:5]=[C:4]([Cl:11])[C:3]=1[S:12](Cl)(=[O:14])=[O:13].[CH3:16][N:17]([CH3:21])[CH2:18][CH2:19][NH2:20].C(N(CC)CC)C, predict the reaction product. The product is: [CH3:16][N:17]([CH3:21])[CH2:18][CH2:19][NH:20][S:12]([C:3]1[C:4]([Cl:11])=[CH:5][CH:6]=[C:7]([N+:8]([O-:10])=[O:9])[C:2]=1[Cl:1])(=[O:14])=[O:13].